The task is: Predict the product of the given reaction.. This data is from Forward reaction prediction with 1.9M reactions from USPTO patents (1976-2016). (1) Given the reactants [Si]([O:8][CH2:9][C:10]1([CH3:36])[S:16][CH2:15][CH2:14][N:13]2[C:17]([C:20]3([C:23]4[CH:28]=[CH:27][C:26]([C:29]5[CH:30]=[N:31][N:32]([CH2:34][CH3:35])[CH:33]=5)=[CH:25][CH:24]=4)[CH2:22][CH2:21]3)=[N:18][N:19]=[C:12]2[CH2:11]1)(C(C)(C)C)(C)C.Cl, predict the reaction product. The product is: [CH2:34]([N:32]1[CH:33]=[C:29]([C:26]2[CH:27]=[CH:28][C:23]([C:20]3([C:17]4[N:13]5[CH2:14][CH2:15][S:16][C:10]([CH2:9][OH:8])([CH3:36])[CH2:11][C:12]5=[N:19][N:18]=4)[CH2:22][CH2:21]3)=[CH:24][CH:25]=2)[CH:30]=[N:31]1)[CH3:35]. (2) Given the reactants C[CH:2]([N:6]1[C:10]([C:11]2[S:12][C:13]([C:16]3[CH:21]=[CH:20][CH:19]=[C:18]([S:22]([CH3:25])(=[O:24])=[O:23])[CH:17]=3)=[CH:14][CH:15]=2)=[CH:9][C:8]([C:26]([F:29])([F:28])[F:27])=[N:7]1)[C:3]([OH:5])=[O:4].[CH3:30][CH:31](O)C, predict the reaction product. The product is: [CH3:25][S:22]([C:18]1[CH:17]=[C:16]([C:13]2[S:12][C:11]([C:10]3[N:6]([CH2:2][C:3]([O:5][CH2:30][CH3:31])=[O:4])[N:7]=[C:8]([C:26]([F:29])([F:28])[F:27])[CH:9]=3)=[CH:15][CH:14]=2)[CH:21]=[CH:20][CH:19]=1)(=[O:24])=[O:23]. (3) Given the reactants [CH:1]([C:4]1[CH:9]=[CH:8][CH:7]=[CH:6][C:5]=1[O:10][CH3:11])([CH3:3])[CH3:2].CN(C)[CH:14]=[O:15].P(Cl)(Cl)(Cl)=O, predict the reaction product. The product is: [CH:1]([C:4]1[CH:9]=[C:8]([CH:7]=[CH:6][C:5]=1[O:10][CH3:11])[CH:14]=[O:15])([CH3:3])[CH3:2]. (4) The product is: [CH:1]1([O:5][CH2:9][C:10]2[CH:11]=[CH:12][C:13]3[O:17][CH:16]=[CH:15][C:14]=3[CH:18]=2)[CH2:4][CH2:3][CH2:2]1. Given the reactants [CH:1]1([OH:5])[CH2:4][CH2:3][CH2:2]1.[H-].[Na+].Br[CH2:9][C:10]1[CH:11]=[CH:12][C:13]2[O:17][CH:16]=[CH:15][C:14]=2[CH:18]=1, predict the reaction product. (5) Given the reactants [Li+].CC([N-]C(C)C)C.[CH3:9][O:10][N:11]([CH3:28])[C:12]([C:14]1[CH:15]=[N:16][N:17]([CH2:19][C:20]2[CH:25]=[CH:24][C:23]([O:26][CH3:27])=[CH:22][CH:21]=2)[CH:18]=1)=[O:13].[Br:29]C(Cl)(Cl)C(Br)(Cl)Cl.[NH4+].[Cl-], predict the reaction product. The product is: [Br:29][C:18]1[N:17]([CH2:19][C:20]2[CH:25]=[CH:24][C:23]([O:26][CH3:27])=[CH:22][CH:21]=2)[N:16]=[CH:15][C:14]=1[C:12]([N:11]([O:10][CH3:9])[CH3:28])=[O:13]. (6) Given the reactants [CH2:1]([S:8][C:9]1[CH:10]=[CH:11][C:12]([NH:22][C:23]2[C:24]([O:31][CH3:32])=[N:25][C:26]([Cl:30])=[C:27]([Cl:29])[CH:28]=2)=[C:13](/[CH:15]=[CH:16]/[C:17]([O:19]CC)=O)[CH:14]=1)[C:2]1[CH:7]=[CH:6][CH:5]=[CH:4][CH:3]=1.C[O-].[Na+], predict the reaction product. The product is: [CH2:1]([S:8][C:9]1[CH:14]=[C:13]2[C:12](=[CH:11][CH:10]=1)[N:22]([C:23]1[C:24]([O:31][CH3:32])=[N:25][C:26]([Cl:30])=[C:27]([Cl:29])[CH:28]=1)[C:17](=[O:19])[CH:16]=[CH:15]2)[C:2]1[CH:7]=[CH:6][CH:5]=[CH:4][CH:3]=1. (7) Given the reactants [Na].CO[C:4](=[O:21])[CH2:5][C:6]1([NH:12][C:13](=[O:20])[CH2:14][C:15]([O:17][CH2:18]C)=[O:16])[CH2:11][CH2:10][CH2:9][CH2:8][CH2:7]1.O, predict the reaction product. The product is: [O:20]=[C:13]1[CH:14]([C:15]([O:17][CH3:18])=[O:16])[C:4](=[O:21])[CH2:5][C:6]2([CH2:7][CH2:8][CH2:9][CH2:10][CH2:11]2)[NH:12]1. (8) Given the reactants [Cl:1][C:2]1[CH:3]=[C:4]([CH:43]=[CH:44][CH:45]=1)[CH2:5][C:6]1[C:14]2[C:9](=[N:10][CH:11]=[C:12]([C:15]3[CH:20]=[CH:19][C:18]([NH:21][C:22]([N:24]4[CH2:29][CH2:28][O:27][CH2:26][CH2:25]4)=[O:23])=[C:17]([C:30](=[O:34])[N:31]([CH3:33])[CH3:32])[CH:16]=3)[CH:13]=2)[N:8](COC(=O)C(C)(C)C)[N:7]=1.[OH-].[Na+], predict the reaction product. The product is: [Cl:1][C:2]1[CH:3]=[C:4]([CH:43]=[CH:44][CH:45]=1)[CH2:5][C:6]1[C:14]2[C:9](=[N:10][CH:11]=[C:12]([C:15]3[CH:20]=[CH:19][C:18]([NH:21][C:22]([N:24]4[CH2:25][CH2:26][O:27][CH2:28][CH2:29]4)=[O:23])=[C:17]([C:30](=[O:34])[N:31]([CH3:32])[CH3:33])[CH:16]=3)[CH:13]=2)[NH:8][N:7]=1.